Dataset: Full USPTO retrosynthesis dataset with 1.9M reactions from patents (1976-2016). Task: Predict the reactants needed to synthesize the given product. Given the product [F:22][C:21]([F:24])([F:23])[S:18]([O:1][C:2]1[CH:11]=[C:10]2[C:5]([CH:6]=[CH:7][CH:8]=[N:9]2)=[CH:4][CH:3]=1)(=[O:20])=[O:19], predict the reactants needed to synthesize it. The reactants are: [OH:1][C:2]1[CH:11]=[C:10]2[C:5]([CH:6]=[CH:7][CH:8]=[N:9]2)=[CH:4][CH:3]=1.N1C=CC=CC=1.[S:18](O[S:18]([C:21]([F:24])([F:23])[F:22])(=[O:20])=[O:19])([C:21]([F:24])([F:23])[F:22])(=[O:20])=[O:19].